Dataset: Full USPTO retrosynthesis dataset with 1.9M reactions from patents (1976-2016). Task: Predict the reactants needed to synthesize the given product. (1) Given the product [C:69]([Si:66]([CH3:68])([CH3:67])[O:65][CH2:64][CH2:63][N:60]1[CH:61]=[CH:62][C:57]([NH:56][C:28]([CH:9]2[CH:8]([C:4]3[CH:5]=[CH:6][CH:7]=[C:2]([Cl:1])[C:3]=3[F:31])[C:12]([C:15]3[CH:20]=[CH:19][C:18]([Cl:21])=[CH:17][C:16]=3[F:22])([C:13]#[N:14])[CH:11]([CH2:23][C:24]([CH3:27])([CH3:26])[CH3:25])[NH:10]2)=[O:30])=[CH:58][C:59]1=[O:73])([CH3:72])([CH3:71])[CH3:70], predict the reactants needed to synthesize it. The reactants are: [Cl:1][C:2]1[C:3]([F:31])=[C:4]([CH:8]2[C:12]([C:15]3[CH:20]=[CH:19][C:18]([Cl:21])=[CH:17][C:16]=3[F:22])([C:13]#[N:14])[CH:11]([CH2:23][C:24]([CH3:27])([CH3:26])[CH3:25])[NH:10][CH:9]2[C:28]([OH:30])=O)[CH:5]=[CH:6][CH:7]=1.CCN(C(C)C)C(C)C.C1(P(Cl)(C2C=CC=CC=2)=O)C=CC=CC=1.[NH2:56][C:57]1[CH:62]=[CH:61][N:60]([CH2:63][CH2:64][O:65][Si:66]([C:69]([CH3:72])([CH3:71])[CH3:70])([CH3:68])[CH3:67])[C:59](=[O:73])[CH:58]=1. (2) Given the product [CH:20]1([O:19][C:12]2[N:11]=[C:10]3[C:15]([N:16]=[CH:17][N:9]3[C@@H:1]3[O:6][C@H:5]([CH2:7][OH:8])[C@H:3]([F:25])[C@H:2]3[OH:4])=[C:14]([NH2:18])[N:13]=2)[CH2:24][CH2:23][CH2:22][CH2:21]1.[CH:20]1([O:19][C:12]2[N:11]=[C:10]3[C:15]([N:16]=[CH:17][N:9]3[C@@H:1]3[O:6][C@H:5]([CH2:7][OH:8])[C@@H:3]([OH:4])[C@@H:2]3[F:25])=[C:14]([NH2:18])[N:13]=2)[CH2:24][CH2:23][CH2:22][CH2:21]1, predict the reactants needed to synthesize it. The reactants are: [C@@H:1]1([N:9]2[CH:17]=[N:16][C:15]3[C:10]2=[N:11][C:12]([O:19][CH:20]2[CH2:24][CH2:23][CH2:22][CH2:21]2)=[N:13][C:14]=3[NH2:18])[O:6][C@H:5]([CH2:7][OH:8])[C@H:3]2[O:4][C@@H:2]12.[F-:25].C([N+](CCCC)(CCCC)CCCC)CCC. (3) The reactants are: [NH2:1][C:2]1[N:7]2[N:8]=[CH:9][C:10]([C@@H:11]3[O:15][C@@:14]([CH2:18]O)([CH:16]=[O:17])[C@@H:13]([O:20][Si:21]([C:24]([CH3:27])([CH3:26])[CH3:25])([CH3:23])[CH3:22])[CH2:12]3)=[C:6]2[N:5]=[CH:4][N:3]=1.[C:28]([O-])([O-])=O.[K+].[K+].[N+](=C(P(=O)(OC)OC)C(=O)C)=[N-]. Given the product [NH2:1][C:2]1[N:7]2[N:8]=[CH:9][C:10]([C@@H:11]3[O:15][C@@:14]([CH2:16][OH:17])([C:18]#[CH:28])[C@@H:13]([O:20][Si:21]([C:24]([CH3:27])([CH3:25])[CH3:26])([CH3:23])[CH3:22])[CH2:12]3)=[C:6]2[N:5]=[CH:4][N:3]=1, predict the reactants needed to synthesize it. (4) Given the product [CH:10]1([C:9]2[CH:12]=[CH:13][C:14]([O:15][CH3:16])=[C:7]([O:6][CH3:5])[CH:8]=2)[CH2:2][CH2:1]1, predict the reactants needed to synthesize it. The reactants are: [CH2:1]([Mg]Br)[CH3:2].[CH3:5][O:6][C:7]1[CH:8]=[C:9]([CH:12]=[CH:13][C:14]=1[O:15][CH3:16])[CH:10]=O. (5) Given the product [CH:22]1[C:23]2[N:11]([C:4]3[C:5]([OH:9])=[CH:6][CH:7]=[CH:8][C:3]=3[OH:2])[C:12]3[C:17](=[CH:16][CH:15]=[CH:14][CH:13]=3)[C:18]=2[CH:19]=[CH:20][CH:21]=1, predict the reactants needed to synthesize it. The reactants are: C[O:2][C:3]1[CH:8]=[CH:7][CH:6]=[C:5]([O:9]C)[C:4]=1[N:11]1[C:23]2[CH:22]=[CH:21][CH:20]=[CH:19][C:18]=2[C:17]2[C:12]1=[CH:13][CH:14]=[CH:15][CH:16]=2.Cl.[NH+]1C=CC=CC=1. (6) Given the product [Cl:35][C:20]1[C:19](=[O:36])[N:18]([CH2:17][C:13]2[CH:12]=[C:11]3[C:16](=[CH:15][CH:14]=2)[NH:8][CH:9]=[CH:10]3)[C:23]([CH3:24])=[CH:22][C:21]=1[O:25][CH2:26][C:27]1[CH:32]=[CH:31][C:30]([F:33])=[CH:29][C:28]=1[F:34], predict the reactants needed to synthesize it. The reactants are: C(OC(=O)N[N:8]1[C:16]2[C:11](=[CH:12][C:13]([CH2:17][N:18]3[C:23]([CH3:24])=[CH:22][C:21]([O:25][CH2:26][C:27]4[CH:32]=[CH:31][C:30]([F:33])=[CH:29][C:28]=4[F:34])=[C:20]([Cl:35])[C:19]3=[O:36])=[CH:14][CH:15]=2)[CH:10]=[CH:9]1)(C)(C)C. (7) The reactants are: [N:1]1[C:2]([C:10]2[CH:11]=[C:12]([CH:15]=[C:16]([O:18][CH2:19][CH2:20][O:21][CH3:22])[CH:17]=2)[C:13]#[N:14])=[CH:3][N:4]2[C:9]=1[CH:8]=[CH:7][CH:6]=[N:5]2.O.N. Given the product [N:1]1[C:2]([C:10]2[CH:11]=[C:12]([CH2:13][NH2:14])[CH:15]=[C:16]([O:18][CH2:19][CH2:20][O:21][CH3:22])[CH:17]=2)=[CH:3][N:4]2[C:9]=1[CH:8]=[CH:7][CH:6]=[N:5]2, predict the reactants needed to synthesize it.